From a dataset of Peptide-MHC class II binding affinity with 134,281 pairs from IEDB. Regression. Given a peptide amino acid sequence and an MHC pseudo amino acid sequence, predict their binding affinity value. This is MHC class II binding data. (1) The peptide sequence is KDFDPDILDSHLVEK. The binding affinity (normalized) is 0.478. The MHC is DRB1_0101 with pseudo-sequence DRB1_0101. (2) The peptide sequence is GNCTTNILEAKYWCP. The MHC is HLA-DQA10201-DQB10301 with pseudo-sequence HLA-DQA10201-DQB10301. The binding affinity (normalized) is 0.466. (3) The peptide sequence is EKKYFAATQFEPLAK. The MHC is DRB1_1602 with pseudo-sequence DRB1_1602. The binding affinity (normalized) is 0.399. (4) The peptide sequence is HAPAAPANPGLIIGALAGST. The MHC is DRB1_0404 with pseudo-sequence DRB1_0404. The binding affinity (normalized) is 0.131. (5) The peptide sequence is EAQLNINQEWNKALGLPKYT. The MHC is DRB1_0101 with pseudo-sequence DRB1_0101. The binding affinity (normalized) is 0.571. (6) The peptide sequence is LTKKGNVWEVKSSKP. The binding affinity (normalized) is 0. The MHC is DRB1_1201 with pseudo-sequence DRB1_1201.